This data is from Full USPTO retrosynthesis dataset with 1.9M reactions from patents (1976-2016). The task is: Predict the reactants needed to synthesize the given product. Given the product [CH3:7][C:8]1[N:12]([C@@H:13]2[CH2:18][CH2:17][N:16]([C:19]([O:21][C:22]([CH3:23])([CH3:24])[CH3:25])=[O:20])[CH2:15][C@H:14]2[CH2:38][OH:39])[C:11]2[CH:31]=[CH:32][C:33]([CH3:35])=[CH:34][C:10]=2[N:9]=1, predict the reactants needed to synthesize it. The reactants are: [H-].[Al+3].[Li+].[H-].[H-].[H-].[CH3:7][C:8]1[N:12]([CH:13]2[CH2:18][CH2:17][N:16]([C:19]([O:21][C:22]([CH3:25])([CH3:24])[CH3:23])=[O:20])[CH2:15][CH:14]2CCC(O)=O)[C:11]2[CH:31]=[CH:32][C:33]([CH3:35])=[CH:34][C:10]=2[N:9]=1.C1C[O:39][CH2:38]C1.